This data is from Reaction yield outcomes from USPTO patents with 853,638 reactions. The task is: Predict the reaction yield, written as a fraction of the theoretical maximum amount of product (1.0 means a 100% yield; for example, 0.34 means a 34% yield). (1) The reactants are [CH3:1][NH:2][C:3]1[C:4]([N+:13]([O-])=O)=[C:5]2[C:10](=[CH:11][CH:12]=1)[N:9]=[CH:8][CH:7]=[N:6]2.O.NN. The catalyst is CO.[Ni]. The product is [CH3:1][NH:2][C:3]1[C:4]([NH2:13])=[C:5]2[C:10](=[CH:11][CH:12]=1)[N:9]=[CH:8][CH:7]=[N:6]2. The yield is 1.00. (2) The reactants are [F:1][C:2]([F:12])([F:11])[O:3][C:4]1[CH:9]=[CH:8][C:7]([SH:10])=[CH:6][CH:5]=1.[H-].[Na+].C1(C)C=CC(S(O[CH:25]2[CH2:30][CH2:29][N:28]([C:31]([O:33][C:34]([CH3:37])([CH3:36])[CH3:35])=[O:32])[CH2:27][CH2:26]2)(=O)=O)=CC=1.O. The catalyst is C1COCC1. The product is [F:12][C:2]([F:1])([F:11])[O:3][C:4]1[CH:5]=[CH:6][C:7]([S:10][CH:25]2[CH2:30][CH2:29][N:28]([C:31]([O:33][C:34]([CH3:37])([CH3:36])[CH3:35])=[O:32])[CH2:27][CH2:26]2)=[CH:8][CH:9]=1. The yield is 0.800. (3) The reactants are [CH2:1]1[C:3]2([CH2:8][CH2:7][C:6](=[O:9])[CH2:5][CH2:4]2)[CH2:2]1.[H-].[Na+].[CH2:12]([O:14][C:15](=O)[O:16]CC)[CH3:13]. The catalyst is CN(C)C=O. The product is [O:9]=[C:6]1[CH2:7][CH2:8][C:3]2([CH2:2][CH2:1]2)[CH2:4][CH:5]1[C:15]([O:14][CH2:12][CH3:13])=[O:16]. The yield is 0.359. (4) The reactants are [Li]CCCC.C(NC(C)C)(C)C.[Cl:13][C:14]1[CH:19]=[CH:18][C:17]([CH2:20][CH2:21][C:22]([O:24][CH3:25])=[O:23])=[CH:16][CH:15]=1.Br[CH2:27][C:28]([O:30][C:31]([CH3:34])([CH3:33])[CH3:32])=[O:29]. The catalyst is C1COCC1. The product is [Cl:13][C:14]1[CH:15]=[CH:16][C:17]([CH2:20][CH:21]([CH2:27][C:28]([O:30][C:31]([CH3:34])([CH3:33])[CH3:32])=[O:29])[C:22]([O:24][CH3:25])=[O:23])=[CH:18][CH:19]=1. The yield is 0.810. (5) The reactants are [CH:1]([C:4]1[C:5]2[N:6]([CH:16]=[C:17]([C:19]([OH:21])=[O:20])[N:18]=2)[CH:7]=[C:8]([C:10]2[CH:15]=[CH:14][CH:13]=[CH:12][CH:11]=2)[CH:9]=1)([CH3:3])[CH3:2].[Br:22]N1C(=O)CCC1=O. The catalyst is CN(C=O)C.CCOC(C)=O. The product is [Br:22][C:16]1[N:6]2[CH:7]=[C:8]([C:10]3[CH:15]=[CH:14][CH:13]=[CH:12][CH:11]=3)[CH:9]=[C:4]([CH:1]([CH3:3])[CH3:2])[C:5]2=[N:18][C:17]=1[C:19]([OH:21])=[O:20]. The yield is 0.600. (6) The reactants are [Br:1][C:2]1[CH:7]=[CH:6][C:5]([NH:8][C:9](=O)[CH3:10])=[C:4]([C:12]([F:15])([F:14])[F:13])[CH:3]=1.C(Cl)Cl.[N-:19]=[N+:20]=[N-:21].[Na+].FC(F)(F)S(OS(C(F)(F)F)(=O)=O)(=O)=O. The catalyst is C(#N)C. The product is [Br:1][C:2]1[CH:7]=[CH:6][C:5]([N:8]2[C:9]([CH3:10])=[N:21][N:20]=[N:19]2)=[C:4]([C:12]([F:15])([F:14])[F:13])[CH:3]=1. The yield is 0.700. (7) The reactants are [C:1]([C:4]1[CH:9]=[CH:8][CH:7]=[C:6]([C:10](=O)[CH3:11])[N:5]=1)(=[O:3])[CH3:2].[CH3:13][C:14]1[CH:20]=[C:19]([CH3:21])[CH:18]=[C:17]([CH3:22])[C:15]=1[NH2:16]. The catalyst is C1(C)C=CC=CC=1.C1(C)C=CC(S(O)(=O)=O)=CC=1. The product is [CH3:13][C:14]1[CH:20]=[C:19]([CH3:21])[CH:18]=[C:17]([CH3:22])[C:15]=1[N:16]=[C:10]([C:6]1[CH:7]=[CH:8][CH:9]=[C:4]([C:1](=[O:3])[CH3:2])[N:5]=1)[CH3:11]. The yield is 0.287. (8) The reactants are [C:1]1([C:7]([OH:9])=[O:8])([C:4](O)=[O:5])[CH2:3][CH2:2]1.C(N(CC)CC)C.S(Cl)(Cl)=O.[C:21]1([NH2:27])[CH:26]=[CH:25][CH:24]=[CH:23][CH:22]=1. The catalyst is C1COCC1.C(OCC)(=O)C. The product is [C:21]1([NH:27][C:4]([C:1]2([C:7]([OH:9])=[O:8])[CH2:3][CH2:2]2)=[O:5])[CH:26]=[CH:25][CH:24]=[CH:23][CH:22]=1. The yield is 0.608. (9) The reactants are CC(OC(N[C@@H:9](CC1C=CC(C2N=C3C(C)=CC=CN3C=2)=CC=1)[CH2:10][CH2:11][C:12]([O:14][C:15](C)(C)C)=[O:13])=O)(C)C.[I:36][CH:37]([CH3:39])[CH3:38].CCN(C(C)C)C(C)C.CN(C=[O:53])C. No catalyst specified. The product is [OH:53][C:38]1[CH:9]=[CH:10][C:11]([C:12]([O:14][CH3:15])=[O:13])=[CH:39][C:37]=1[I:36]. The yield is 0.200. (10) The reactants are [CH3:1][O:2][C:3]1[CH:4]=[C:5]2[C:10](=[CH:11][C:12]=1[O:13][CH3:14])[N:9]=[CH:8][CH:7]=[C:6]2[O:15][C:16]1[CH:22]=[CH:21][C:19]([NH2:20])=[CH:18][CH:17]=1.C(N(CC)CC)C.ClC(Cl)(O[C:34](=[O:40])OC(Cl)(Cl)Cl)Cl.[C:42]1([C@H:48]([NH2:51])[CH2:49][CH3:50])[CH:47]=[CH:46][CH:45]=[CH:44][CH:43]=1. The catalyst is C(Cl)(Cl)Cl. The product is [CH3:1][O:2][C:3]1[CH:4]=[C:5]2[C:10](=[CH:11][C:12]=1[O:13][CH3:14])[N:9]=[CH:8][CH:7]=[C:6]2[O:15][C:16]1[CH:22]=[CH:21][C:19]([NH:20][C:34]([NH:51][C@@H:48]([C:42]2[CH:47]=[CH:46][CH:45]=[CH:44][CH:43]=2)[CH2:49][CH3:50])=[O:40])=[CH:18][CH:17]=1. The yield is 0.690.